From a dataset of Full USPTO retrosynthesis dataset with 1.9M reactions from patents (1976-2016). Predict the reactants needed to synthesize the given product. Given the product [CH2:32]([O:34][C:35]([CH2:36][N:37]1[C:41](/[CH:42]=[C:10]2\[CH2:9][N:8]([C:7]([C:1]3[CH:2]=[CH:3][CH:4]=[CH:5][CH:6]=3)([C:15]3[CH:16]=[CH:17][CH:18]=[CH:19][CH:20]=3)[C:21]3[CH:22]=[CH:23][CH:24]=[CH:25][CH:26]=3)[CH2:13][CH2:12][C:11]\2=[O:14])=[CH:40][N:39]=[CH:38]1)=[O:44])[CH3:33], predict the reactants needed to synthesize it. The reactants are: [C:1]1([C:7]([C:21]2[CH:26]=[CH:25][CH:24]=[CH:23][CH:22]=2)([C:15]2[CH:20]=[CH:19][CH:18]=[CH:17][CH:16]=2)[N:8]2[CH2:13][CH2:12][C:11](=[O:14])[CH2:10][CH2:9]2)[CH:6]=[CH:5][CH:4]=[CH:3][CH:2]=1.N1CCCC1.[CH2:32]([O:34][C:35](=[O:44])[CH2:36][N:37]1[C:41]([CH:42]=O)=[CH:40][N:39]=[CH:38]1)[CH3:33].